Dataset: Peptide-MHC class II binding affinity with 134,281 pairs from IEDB. Task: Regression. Given a peptide amino acid sequence and an MHC pseudo amino acid sequence, predict their binding affinity value. This is MHC class II binding data. (1) The binding affinity (normalized) is 0.241. The peptide sequence is GDGKISLSELTDALR. The MHC is DRB1_1201 with pseudo-sequence DRB1_1201. (2) The peptide sequence is KVFEDHPTSCMVNHS. The MHC is DRB1_0101 with pseudo-sequence DRB1_0101. The binding affinity (normalized) is 0.403. (3) The peptide sequence is GRWDGEEEVQLIAAV. The MHC is HLA-DQA10501-DQB10303 with pseudo-sequence HLA-DQA10501-DQB10303. The binding affinity (normalized) is 0.355. (4) The peptide sequence is GGSILKISNKYHTKG. The MHC is HLA-DQA10301-DQB10302 with pseudo-sequence HLA-DQA10301-DQB10302. The binding affinity (normalized) is 0.0501.